Dataset: Peptide-MHC class I binding affinity with 185,985 pairs from IEDB/IMGT. Task: Regression. Given a peptide amino acid sequence and an MHC pseudo amino acid sequence, predict their binding affinity value. This is MHC class I binding data. (1) The peptide sequence is SAEMRLLSI. The MHC is HLA-B08:01 with pseudo-sequence HLA-B08:01. The binding affinity (normalized) is 0.720. (2) The peptide sequence is LGIPHPAGL. The MHC is HLA-B58:01 with pseudo-sequence HLA-B58:01. The binding affinity (normalized) is 0.237. (3) The MHC is HLA-A68:02 with pseudo-sequence HLA-A68:02. The binding affinity (normalized) is 0.192. The peptide sequence is VMHINSPFKV. (4) The peptide sequence is VPAPAGPIV. The MHC is HLA-A02:06 with pseudo-sequence HLA-A02:06. The binding affinity (normalized) is 0. (5) The peptide sequence is GEIPFYGKAI. The MHC is Patr-B2401 with pseudo-sequence Patr-B2401. The binding affinity (normalized) is 0.0627. (6) The peptide sequence is TSVTNSLRL. The MHC is H-2-Db with pseudo-sequence H-2-Db. The binding affinity (normalized) is 0.500. (7) The peptide sequence is YMLENIQVM. The MHC is H-2-Kb with pseudo-sequence H-2-Kb. The binding affinity (normalized) is 0.229. (8) The peptide sequence is AYFLEAQEM. The MHC is HLA-A24:03 with pseudo-sequence HLA-A24:03. The binding affinity (normalized) is 0.875. (9) The peptide sequence is SEYDYVIFT. The MHC is HLA-B44:02 with pseudo-sequence HLA-B44:02. The binding affinity (normalized) is 0.554.